From a dataset of Forward reaction prediction with 1.9M reactions from USPTO patents (1976-2016). Predict the product of the given reaction. (1) Given the reactants [CH3:1][O:2][C:3]([C@@H:5]1[CH2:9][C@@H:8]([S:10]([CH2:13][CH:14]2[CH2:16][CH2:15]2)(=[O:12])=[O:11])[CH2:7][N:6]1[C:17](=S)[CH2:18][C:19](=O)[CH3:20])=[O:4].[C:23]1([CH2:29][CH2:30][NH:31][NH2:32])[CH:28]=[CH:27][CH:26]=[CH:25][CH:24]=1, predict the reaction product. The product is: [CH3:1][O:2][C:3]([C@@H:5]1[CH2:9][C@@H:8]([S:10]([CH2:13][CH:14]2[CH2:16][CH2:15]2)(=[O:12])=[O:11])[CH2:7][N:6]1[C:17]1[N:31]([CH2:30][CH2:29][C:23]2[CH:28]=[CH:27][CH:26]=[CH:25][CH:24]=2)[N:32]=[C:19]([CH3:20])[CH:18]=1)=[O:4]. (2) Given the reactants [F:1][C:2]([F:11])([C:5]1[CH:10]=[CH:9][CH:8]=[CH:7][CH:6]=1)[CH:3]=O.[C:12]([CH:17]=P(C1C=CC=CC=1)(C1C=CC=CC=1)C1C=CC=CC=1)([O:14][CH2:15][CH3:16])=[O:13], predict the reaction product. The product is: [F:1][C:2]([F:11])([C:5]1[CH:10]=[CH:9][CH:8]=[CH:7][CH:6]=1)/[CH:3]=[CH:17]/[C:12]([O:14][CH2:15][CH3:16])=[O:13]. (3) Given the reactants [CH2:1]([S:8][C:9]1[N:17]=[C:16]2[C:12]([N:13]=[CH:14][NH:15]2)=[C:11]([NH2:18])[N:10]=1)[C:2]1[CH:7]=[CH:6][CH:5]=[CH:4][CH:3]=1.[H-].[Na+].[CH:21]1(Cl)[CH2:25][CH2:24][CH2:23][CH2:22]1, predict the reaction product. The product is: [CH2:1]([S:8][C:9]1[N:17]=[C:16]2[C:12]([N:13]=[CH:14][N:15]2[CH:21]2[CH2:25][CH2:24][CH2:23][CH2:22]2)=[C:11]([NH2:18])[N:10]=1)[C:2]1[CH:7]=[CH:6][CH:5]=[CH:4][CH:3]=1. (4) Given the reactants [S-2].[Na+].[Na+].[CH3:4][N:5]([CH3:23])[CH2:6][CH:7]([C:16]1([OH:22])[CH2:21][CH2:20][CH2:19][CH2:18][CH2:17]1)[C:8]1[CH:13]=[CH:12][C:11]([O:14]C)=[CH:10][CH:9]=1.O, predict the reaction product. The product is: [CH3:23][N:5]([CH3:4])[CH2:6][CH:7]([C:16]1([OH:22])[CH2:17][CH2:18][CH2:19][CH2:20][CH2:21]1)[C:8]1[CH:13]=[CH:12][C:11]([OH:14])=[CH:10][CH:9]=1. (5) Given the reactants [C:1]([C:3]1[CH:8]=[CH:7][C:6]([CH:9]2[C:18]3[C:13](=[C:14]([CH3:22])[CH:15]=[N:16][C:17]=3[O:19][CH2:20][CH3:21])[NH:12][C:11]([CH3:23])=[C:10]2[C:24](O)=[O:25])=[C:5]([O:27][CH3:28])[CH:4]=1)#[N:2].C(N1C=CN=C1)([N:31]1C=CN=C1)=O.N, predict the reaction product. The product is: [C:1]([C:3]1[CH:8]=[CH:7][C:6]([CH:9]2[C:18]3[C:13](=[C:14]([CH3:22])[CH:15]=[N:16][C:17]=3[O:19][CH2:20][CH3:21])[NH:12][C:11]([CH3:23])=[C:10]2[C:24]([NH2:31])=[O:25])=[C:5]([O:27][CH3:28])[CH:4]=1)#[N:2]. (6) Given the reactants [F:1][C:2]1[C:3]([C:16](=[O:24])[C:17]2[CH:22]=[CH:21][C:20]([F:23])=[CH:19][CH:18]=2)=[C:4]([NH:9]C(=O)C(C)(C)C)[CH:5]=[CH:6][C:7]=1[F:8].C(=O)([O-])[O-].[Na+].[Na+], predict the reaction product. The product is: [NH2:9][C:4]1[C:3]([C:16]([C:17]2[CH:22]=[CH:21][C:20]([F:23])=[CH:19][CH:18]=2)=[O:24])=[C:2]([F:1])[C:7]([F:8])=[CH:6][CH:5]=1.